Dataset: Full USPTO retrosynthesis dataset with 1.9M reactions from patents (1976-2016). Task: Predict the reactants needed to synthesize the given product. Given the product [Br:1][C:2]1[C:3]([Cl:20])=[C:4]2[C:10]([C:24]3[CH:25]=[CH:26][CH:27]=[CH:28][C:23]=3[O:22][CH3:21])=[CH:9][N:8]([CH2:12][O:13][CH2:14][CH2:15][Si:16]([CH3:19])([CH3:18])[CH3:17])[C:5]2=[N:6][CH:7]=1, predict the reactants needed to synthesize it. The reactants are: [Br:1][C:2]1[C:3]([Cl:20])=[C:4]2[C:10](I)=[CH:9][N:8]([CH2:12][O:13][CH2:14][CH2:15][Si:16]([CH3:19])([CH3:18])[CH3:17])[C:5]2=[N:6][CH:7]=1.[CH3:21][O:22][C:23]1[CH:28]=[CH:27][CH:26]=[CH:25][C:24]=1B(O)O.C([O-])([O-])=O.[Na+].[Na+].S([O-])([O-])(=O)=O.[Na+].[Na+].